From a dataset of Catalyst prediction with 721,799 reactions and 888 catalyst types from USPTO. Predict which catalyst facilitates the given reaction. (1) Reactant: Cl.[CH2:2]([NH:6][C:7]([CH3:11])([CH3:10])[CH2:8][OH:9])[CH:3]([CH3:5])[CH3:4].O=S(Cl)Cl.[CH3:16][C:17]1[CH:22]=[C:21]([N+:23]([O-:25])=[O:24])[CH:20]=[CH:19][C:18]=1[N:26]=[C:27]=[S:28].CCN(CC)CC. Product: [CH2:2]([NH:6][C:7]([CH3:11])([CH3:10])[CH2:8][OH:9])[CH:3]([CH3:5])[CH3:4].[CH3:16][C:17]1[CH:22]=[C:21]([N+:23]([O-:25])=[O:24])[CH:20]=[CH:19][C:18]=1[N:26]=[C:27]1[N:6]([CH2:2][CH:3]([CH3:5])[CH3:4])[C:7]([CH3:11])([CH3:10])[CH2:8][S:28]1. The catalyst class is: 648. (2) Reactant: C[O:2][C:3](=O)/[C:4](/[C:8]1[CH:13]=[CH:12][CH:11]=[CH:10][C:9]=1[CH2:14][O:15][C:16]1[CH:21]=[CH:20][CH:19]=[C:18]([CH:22]=[C:23]([Cl:25])[Cl:24])[CH:17]=1)=[N:5]/[O:6][CH3:7].[CH3:27][NH2:28]. Product: [Cl:24][C:23]([Cl:25])=[CH:22][C:18]1[CH:17]=[C:16]([CH:21]=[CH:20][CH:19]=1)[O:15][CH2:14][C:9]1[CH:10]=[CH:11][CH:12]=[CH:13][C:8]=1/[C:4](=[N:5]\[O:6][CH3:7])/[C:3]([NH:28][CH3:27])=[O:2]. The catalyst class is: 5. (3) Reactant: C(N(CC)C(C)C)(C)C.[F:10][C:11]1[CH:16]=[CH:15][CH:14]=[CH:13][C:12]=1[C:17]1[CH2:22][CH2:21][CH2:20][CH2:19][C:18]=1[CH2:23]O.CS([Cl:29])(=O)=O.O. Product: [Cl:29][CH2:23][C:18]1[CH2:19][CH2:20][CH2:21][CH2:22][C:17]=1[C:12]1[CH:13]=[CH:14][CH:15]=[CH:16][C:11]=1[F:10]. The catalyst class is: 4. (4) Reactant: [NH:1]1[C:5]2=[N:6][CH:7]=[N:8][C:9]([NH2:10])=[C:4]2[CH:3]=[N:2]1.C1C(=O)N([I:18])C(=O)C1.C([O-])(O)=O.[Na+]. Product: [I:18][C:3]1[C:4]2[C:5](=[N:6][CH:7]=[N:8][C:9]=2[NH2:10])[NH:1][N:2]=1. The catalyst class is: 3. (5) Reactant: C[O:2][C:3](=[O:19])[C:4]1[CH:13]=[C:12]([O:14][CH2:15][C:16](=[O:18])[NH2:17])[CH:11]=[C:6]([C:7]([O:9][CH3:10])=[O:8])[CH:5]=1.[OH-].[Na+]. Product: [CH3:10][O:9][C:7](=[O:8])[C:6]1[CH:11]=[C:12]([O:14][CH2:15][C:16](=[O:18])[NH2:17])[CH:13]=[C:4]([C:3]([OH:19])=[O:2])[CH:5]=1. The catalyst class is: 5. (6) Reactant: [NH2:1][C:2]1[C:3]([C:9]#[N:10])=[N:4][C:5]([Br:8])=[CH:6][N:7]=1.[H-].[Na+].[C:13](O[C:13]([O:15][C:16]([CH3:19])([CH3:18])[CH3:17])=[O:14])([O:15][C:16]([CH3:19])([CH3:18])[CH3:17])=[O:14].Cl. Product: [Br:8][C:5]1[N:4]=[C:3]([C:9]#[N:10])[C:2]([NH:1][C:13](=[O:14])[O:15][C:16]([CH3:19])([CH3:18])[CH3:17])=[N:7][CH:6]=1. The catalyst class is: 253.